Task: Predict the product of the given reaction.. Dataset: Forward reaction prediction with 1.9M reactions from USPTO patents (1976-2016) (1) Given the reactants [Cl:1][C:2]1[N:7]=[C:6](Cl)[CH:5]=[CH:4][N:3]=1.CC1(C)C(C)(C)OB([C:17]2[CH:29]=[CH:28][C:20]3[N:21]=[C:22]([NH:24][C:25](=[O:27])[CH3:26])[S:23][C:19]=3[CH:18]=2)O1.C(=O)([O-])[O-].[Na+].[Na+], predict the reaction product. The product is: [Cl:1][C:2]1[N:7]=[C:6]([C:17]2[CH:29]=[CH:28][C:20]3[N:21]=[C:22]([NH:24][C:25](=[O:27])[CH3:26])[S:23][C:19]=3[CH:18]=2)[CH:5]=[CH:4][N:3]=1. (2) Given the reactants [Cl:1][C:2]1[C:3]([C:8]2[CH:9]=[C:10]3[C:14](=[CH:15][CH:16]=2)[NH:13][N:12]=[C:11]3[NH:17][C:18]2[S:19][C:20]([CH:23]=O)=[CH:21][N:22]=2)=[N:4][CH:5]=[CH:6][CH:7]=1.[C:25]([N:28]1[CH2:33][CH2:32][NH:31][CH2:30][CH2:29]1)(=[O:27])[CH3:26].[Na].C(=O)([O-])O.[Na+], predict the reaction product. The product is: [C:25]([N:28]1[CH2:33][CH2:32][N:31]([CH2:23][C:20]2[S:19][C:18]([NH:17][C:11]3[C:10]4[C:14](=[CH:15][CH:16]=[C:8]([C:3]5[C:2]([Cl:1])=[CH:7][CH:6]=[CH:5][N:4]=5)[CH:9]=4)[NH:13][N:12]=3)=[N:22][CH:21]=2)[CH2:30][CH2:29]1)(=[O:27])[CH3:26].